Dataset: Peptide-MHC class I binding affinity with 185,985 pairs from IEDB/IMGT. Task: Regression. Given a peptide amino acid sequence and an MHC pseudo amino acid sequence, predict their binding affinity value. This is MHC class I binding data. (1) The peptide sequence is LLRRRPYPL. The MHC is BoLA-T2C with pseudo-sequence BoLA-T2C. The binding affinity (normalized) is 0.470. (2) The peptide sequence is FICKHSMVDR. The MHC is HLA-A31:01 with pseudo-sequence HLA-A31:01. The binding affinity (normalized) is 0.576. (3) The peptide sequence is GILHLILWIL. The MHC is HLA-A02:03 with pseudo-sequence HLA-A02:03. The binding affinity (normalized) is 0.173. (4) The peptide sequence is VSANVKGNW. The MHC is HLA-A25:01 with pseudo-sequence HLA-A25:01. The binding affinity (normalized) is 0.0847. (5) The peptide sequence is HQDDGQPRL. The MHC is HLA-B18:01 with pseudo-sequence HLA-B18:01. The binding affinity (normalized) is 0.0847. (6) The peptide sequence is THADVPVVL. The MHC is HLA-A02:01 with pseudo-sequence HLA-A02:01. The binding affinity (normalized) is 0.0847.